From a dataset of Forward reaction prediction with 1.9M reactions from USPTO patents (1976-2016). Predict the product of the given reaction. (1) Given the reactants [Cl:1][C:2]1[CH:3]=[C:4]([N:9]2C(=O)[O:12][N:11]=[C:10]2[C:15]2[C:16]([NH:20][CH2:21][CH2:22][NH:23][S:24]([NH2:27])(=[O:26])=[O:25])=[N:17][O:18][N:19]=2)[CH:5]=[CH:6][C:7]=1[F:8].[OH-].[Na+], predict the reaction product. The product is: [NH2:27][S:24]([NH:23][CH2:22][CH2:21][NH:20][C:16]1[C:15]([C:10](=[N:11][OH:12])[NH:9][C:4]2[CH:5]=[CH:6][C:7]([F:8])=[C:2]([Cl:1])[CH:3]=2)=[N:19][O:18][N:17]=1)(=[O:25])=[O:26]. (2) Given the reactants [Cl:1][C:2]1[CH:3]=[C:4]([CH2:8][C:9](O)=O)[CH:5]=[CH:6][CH:7]=1.[CH3:12][O:13][C:14]1[CH:19]=[CH:18][CH:17]=[CH:16][C:15]=1[NH:20][C:21](=[S:24])[NH:22][NH2:23], predict the reaction product. The product is: [Cl:1][C:2]1[CH:3]=[C:4]([CH:5]=[CH:6][CH:7]=1)[CH2:8][C:9]1[N:20]([C:15]2[CH:16]=[CH:17][CH:18]=[CH:19][C:14]=2[O:13][CH3:12])[C:21](=[S:24])[NH:22][N:23]=1. (3) Given the reactants [CH:1]1([CH2:4][O:5][C:6]2[N:11]=[C:10]([C:12]([OH:14])=O)[CH:9]=[CH:8][C:7]=2[N:15]2[CH2:18][C:17]([F:20])([F:19])[CH2:16]2)[CH2:3][CH2:2]1.[CH2:21]([NH:23][C:24]([CH3:27])([CH3:26])[CH3:25])[CH3:22].CN(C(ON1N=NC2C=CC=CC1=2)=[N+](C)C)C.[B-](F)(F)(F)F.CCN(C(C)C)C(C)C, predict the reaction product. The product is: [C:24]([N:23]([CH2:21][CH3:22])[C:12]([C:10]1[CH:9]=[CH:8][C:7]([N:15]2[CH2:18][C:17]([F:20])([F:19])[CH2:16]2)=[C:6]([O:5][CH2:4][CH:1]2[CH2:2][CH2:3]2)[N:11]=1)=[O:14])([CH3:27])([CH3:26])[CH3:25]. (4) Given the reactants [Cl:1][CH2:2][CH2:3][C:4]([C:6]1[CH:7]=[C:8]2[C:13](=[C:14]([CH3:16])[CH:15]=1)[NH:12][C:11](=[O:17])[CH2:10][C:9]2([CH3:19])[CH3:18])=O.FC(F)(F)C(O)=O.C([SiH](CC)CC)C, predict the reaction product. The product is: [Cl:1][CH2:2][CH2:3][CH2:4][C:6]1[CH:7]=[C:8]2[C:13](=[C:14]([CH3:16])[CH:15]=1)[NH:12][C:11](=[O:17])[CH2:10][C:9]2([CH3:19])[CH3:18]. (5) Given the reactants Br[C:2]1[CH:3]=[C:4]([C@H:8]([NH:12][C:13](=[O:19])[O:14][C:15]([CH3:18])([CH3:17])[CH3:16])[CH2:9][CH2:10][OH:11])[CH:5]=[CH:6][CH:7]=1.[CH3:20][C:21]1([CH3:37])[C:25]([CH3:27])([CH3:26])[O:24][B:23]([B:23]2[O:24][C:25]([CH3:27])([CH3:26])[C:21]([CH3:37])([CH3:20])[O:22]2)[O:22]1.C([O-])(=O)C.[K+].C(Cl)Cl, predict the reaction product. The product is: [OH:11][CH2:10][CH2:9][C@@H:8]([NH:12][C:13](=[O:19])[O:14][C:15]([CH3:18])([CH3:17])[CH3:16])[C:4]1[CH:5]=[CH:6][CH:7]=[C:2]([B:23]2[O:24][C:25]([CH3:27])([CH3:26])[C:21]([CH3:37])([CH3:20])[O:22]2)[CH:3]=1. (6) The product is: [Cl:21][CH2:22][CH2:23][CH2:24][CH2:25][CH:26]([C:27]1[NH:43][N:42]=[C:17]([NH:16][C:6]2[CH:7]=[CH:8][C:9]([N:10]3[CH:14]=[N:13][C:12]([CH3:15])=[N:11]3)=[C:4]([O:3][CH3:2])[CH:5]=2)[N:18]=1)[C:30]1[CH:35]=[CH:34][C:33]([O:36][C:37]([F:38])([F:39])[F:40])=[C:32]([F:41])[CH:31]=1. Given the reactants I.[CH3:2][O:3][C:4]1[CH:5]=[C:6]([NH:16][C:17](SC)=[NH:18])[CH:7]=[CH:8][C:9]=1[N:10]1[CH:14]=[N:13][C:12]([CH3:15])=[N:11]1.[Cl:21][CH2:22][CH2:23][CH2:24][CH2:25][CH:26]([C:30]1[CH:35]=[CH:34][C:33]([O:36][C:37]([F:40])([F:39])[F:38])=[C:32]([F:41])[CH:31]=1)[C:27](O)=O.[NH2:42][NH2:43], predict the reaction product. (7) Given the reactants CO.[NH2:3][C:4]1[C:13]2[N:14]=[C:15]([CH2:22][CH3:23])[N:16]([CH2:17][C:18]([OH:21])([CH3:20])[CH3:19])[C:12]=2[C:11]2[CH:10]=[CH:9][C:8]([CH:24]=[CH:25][C:26]([O:28][CH3:29])=[O:27])=[CH:7][C:6]=2[N:5]=1, predict the reaction product. The product is: [NH2:3][C:4]1[C:13]2[N:14]=[C:15]([CH2:22][CH3:23])[N:16]([CH2:17][C:18]([OH:21])([CH3:20])[CH3:19])[C:12]=2[C:11]2[CH:10]=[CH:9][C:8]([CH2:24][CH2:25][C:26]([O:28][CH3:29])=[O:27])=[CH:7][C:6]=2[N:5]=1.